This data is from Reaction yield outcomes from USPTO patents with 853,638 reactions. The task is: Predict the reaction yield, written as a fraction of the theoretical maximum amount of product (1.0 means a 100% yield; for example, 0.34 means a 34% yield). (1) The reactants are [OH:1][CH2:2][C:3]1([NH:6][C:7](=[O:13])[O:8][C:9]([CH3:12])([CH3:11])[CH3:10])[CH2:5][CH2:4]1.O[C:15]1[N:20]=[CH:19][C:18]([N:21]2[C:25]([CH3:27])([CH3:26])[C:24](=[O:28])[N:23]([C:29]3[CH:36]=[CH:35][C:32]([C:33]#[N:34])=[C:31]([C:37]([F:40])([F:39])[F:38])[CH:30]=3)[C:22]2=[S:41])=[CH:17][CH:16]=1.C1(P(C2C=CC=CC=2)C2C=CC=CC=2)C=CC=CC=1.N(C(OC(C)C)=O)=NC(OC(C)C)=O. The catalyst is ClCCl. The product is [C:33]([C:32]1[CH:35]=[CH:36][C:29]([N:23]2[C:24](=[O:28])[C:25]([CH3:27])([CH3:26])[N:21]([C:18]3[CH:17]=[CH:16][C:15]([O:1][CH2:2][C:3]4([NH:6][C:7](=[O:13])[O:8][C:9]([CH3:10])([CH3:12])[CH3:11])[CH2:4][CH2:5]4)=[N:20][CH:19]=3)[C:22]2=[S:41])=[CH:30][C:31]=1[C:37]([F:38])([F:40])[F:39])#[N:34]. The yield is 0.284. (2) The reactants are Cl[C:2]([O:4][CH2:5][CH3:6])=[O:3].[CH:7]12[CH2:16][CH:11]3[CH2:12][CH:13]([CH2:15][CH:9]([CH2:10]3)[CH:8]1[C:17]1[CH:22]=[C:21]([CH3:23])[CH:20]=[CH:19][C:18]=1[OH:24])[CH2:14]2.CCN(CC)CC. The catalyst is CN(C1C=CN=CC=1)C.ClCCl. The product is [C:2](=[O:3])([O:4][CH2:5][CH3:6])[O:24][C:18]1[CH:19]=[CH:20][C:21]([CH3:23])=[CH:22][C:17]=1[CH:8]1[CH:9]2[CH2:10][CH:11]3[CH2:12][CH:13]([CH2:14][CH:7]1[CH2:16]3)[CH2:15]2. The yield is 0.940. (3) The reactants are [Br:1][C:2]1[C:10]2[O:9][CH:8]=[C:7]([CH:11]=O)[C:6]=2[C:5]([F:13])=[C:4]([F:14])[CH:3]=1.C([O-])(=O)C.[Na+].Cl.[NH2:21]O.C(OC(=O)C)(=O)C. The catalyst is C(O)(=O)C. The product is [Br:1][C:2]1[C:10]2[O:9][CH:8]=[C:7]([C:11]#[N:21])[C:6]=2[C:5]([F:13])=[C:4]([F:14])[CH:3]=1. The yield is 0.810. (4) The product is [O:35]([CH2:2][C:3]1[CH:8]=[CH:7][C:6]([C:9]2[C:10]([NH:15][S:16]([C:19]3[CH:24]=[CH:23][CH:22]=[CH:21][C:20]=3[C:25]([F:28])([F:27])[F:26])(=[O:18])=[O:17])=[N:11][CH:12]=[CH:13][N:14]=2)=[CH:5][CH:4]=1)[C:29]1[CH:34]=[CH:33][CH:32]=[CH:31][CH:30]=1. The reactants are Cl[CH2:2][C:3]1[CH:8]=[CH:7][C:6]([C:9]2[C:10]([NH:15][S:16]([C:19]3[CH:24]=[CH:23][CH:22]=[CH:21][C:20]=3[C:25]([F:28])([F:27])[F:26])(=[O:18])=[O:17])=[N:11][CH:12]=[CH:13][N:14]=2)=[CH:5][CH:4]=1.[C:29]1([OH:35])[CH:34]=[CH:33][CH:32]=[CH:31][CH:30]=1. No catalyst specified. The yield is 0.750. (5) The reactants are CC1(C)[O:6][C:5](=[CH:7][C:8]([N:10]([O:22][CH3:23])[CH2:11][C:12]2[CH:17]=[CH:16][C:15]([C:18]([F:21])([F:20])[F:19])=[CH:14][CH:13]=2)=[O:9])[C:4](=[O:24])O1.[CH2:26]=O.[NH2:28][CH2:29][CH2:30][N:31]1[CH2:36][CH2:35][O:34][CH2:33][CH2:32]1. The catalyst is CO. The product is [CH3:23][O:22][N:10]([CH2:11][C:12]1[CH:13]=[CH:14][C:15]([C:18]([F:19])([F:20])[F:21])=[CH:16][CH:17]=1)[C:8]([C:7]1[CH2:26][N:28]([CH2:29][CH2:30][N:31]2[CH2:36][CH2:35][O:34][CH2:33][CH2:32]2)[C:4](=[O:24])[C:5]=1[OH:6])=[O:9]. The yield is 0.750.